From a dataset of Forward reaction prediction with 1.9M reactions from USPTO patents (1976-2016). Predict the product of the given reaction. (1) Given the reactants F[C:2]1[CH:7]=[CH:6][C:5]([N+:8]([O-:10])=[O:9])=[CH:4][CH:3]=1.[NH2:11][C:12]1[C:17]([CH3:18])=[CH:16][CH:15]=[CH:14][N:13]=1.C([O-])([O-])=O.[K+].[K+].CC(C)([O-])C.[K+], predict the reaction product. The product is: [CH3:18][C:17]1[C:12]([NH:11][C:2]2[CH:7]=[CH:6][C:5]([N+:8]([O-:10])=[O:9])=[CH:4][CH:3]=2)=[N:13][CH:14]=[CH:15][CH:16]=1. (2) Given the reactants [CH2:1]([C:5]1[CH:10]=[CH:9][C:8]([C:11]#[C:12][C:13]2[CH:40]=[CH:39][C:16]([CH2:17][N:18]([C:30](=[O:38])[CH2:31][CH2:32][CH:33]3[CH2:37][CH2:36][CH2:35][CH2:34]3)[C:19]3[CH:29]=[CH:28][C:22]([C:23]([O:25]CC)=[O:24])=[CH:21][CH:20]=3)=[CH:15][CH:14]=2)=[CH:7][CH:6]=1)[CH2:2][CH2:3][CH3:4].O[Li].O, predict the reaction product. The product is: [CH2:1]([C:5]1[CH:6]=[CH:7][C:8]([C:11]#[C:12][C:13]2[CH:14]=[CH:15][C:16]([CH2:17][N:18]([C:30](=[O:38])[CH2:31][CH2:32][CH:33]3[CH2:37][CH2:36][CH2:35][CH2:34]3)[C:19]3[CH:20]=[CH:21][C:22]([C:23]([OH:25])=[O:24])=[CH:28][CH:29]=3)=[CH:39][CH:40]=2)=[CH:9][CH:10]=1)[CH2:2][CH2:3][CH3:4]. (3) Given the reactants [CH3:1][C:2]1[CH:7]=[CH:6][C:5]([O-:8])=[CH:4][CH:3]=1.[K+].Cl[CH2:11][C:12]([C:14]1[CH:19]=[C:18]([CH:20]([CH3:22])[CH3:21])[C:17]([OH:23])=[C:16]([CH:24]([CH3:26])[CH3:25])[CH:15]=1)=[O:13].Cl, predict the reaction product. The product is: [OH:23][C:17]1[C:18]([CH:20]([CH3:22])[CH3:21])=[CH:19][C:14]([C:12](=[O:13])[CH2:11][O:8][C:5]2[CH:6]=[CH:7][C:2]([CH3:1])=[CH:3][CH:4]=2)=[CH:15][C:16]=1[CH:24]([CH3:26])[CH3:25]. (4) Given the reactants O[CH2:2][C:3]1[N:4]=[C:5]([C:17]2[CH:22]=[CH:21][C:20]([C:23]([F:26])([F:25])[F:24])=[CH:19][CH:18]=2)[S:6][C:7]=1[CH2:8][S:9][C:10]1[CH:15]=[CH:14][C:13]([OH:16])=[CH:12][CH:11]=1.CS(OS(C)(=O)=O)(=O)=O.C(N(CC)C(C)C)(C)C.[CH3:45][O:46][C:47]1[CH:52]=[CH:51][C:50]([N:53]2[CH2:58][CH2:57][NH:56][CH2:55][CH2:54]2)=[CH:49][CH:48]=1.[OH-].[Na+], predict the reaction product. The product is: [CH3:45][O:46][C:47]1[CH:48]=[CH:49][C:50]([N:53]2[CH2:58][CH2:57][N:56]([CH2:2][C:3]3[N:4]=[C:5]([C:17]4[CH:22]=[CH:21][C:20]([C:23]([F:26])([F:24])[F:25])=[CH:19][CH:18]=4)[S:6][C:7]=3[CH2:8][S:9][C:10]3[CH:11]=[CH:12][C:13]([OH:16])=[CH:14][CH:15]=3)[CH2:55][CH2:54]2)=[CH:51][CH:52]=1. (5) Given the reactants [NH2:1][C:2]1[N:7]=[C:6](/[C:8](=[C:11]2\[NH:12][C:13]3[CH:21]=[CH:20][CH:19]=[CH:18][C:14]=3[N:15]\2[CH2:16][CH3:17])/[C:9]#[N:10])[C:5]([CH3:22])=[CH:4][N:3]=1.[CH2:23]1[N:28]([CH2:29][C:30](O)=[O:31])[CH2:27][CH2:26][O:25][CH2:24]1, predict the reaction product. The product is: [C:9](/[C:8](=[C:11]1/[NH:12][C:13]2[CH:21]=[CH:20][CH:19]=[CH:18][C:14]=2[N:15]/1[CH2:16][CH3:17])/[C:6]1[C:5]([CH3:22])=[CH:4][N:3]=[C:2]([NH:1][C:30](=[O:31])[CH2:29][N:28]2[CH2:23][CH2:24][O:25][CH2:26][CH2:27]2)[N:7]=1)#[N:10].